This data is from Reaction yield outcomes from USPTO patents with 853,638 reactions. The task is: Predict the reaction yield, written as a fraction of the theoretical maximum amount of product (1.0 means a 100% yield; for example, 0.34 means a 34% yield). (1) The reactants are [CH3:1][O:2][C:3]1[CH:4]=[C:5]2[C:10](=[CH:11][C:12]=1[O:13][CH3:14])[N:9]=[CH:8][CH:7]=[C:6]2[O:15][C:16]1[CH:22]=[CH:21][C:19]([NH2:20])=[CH:18][CH:17]=1.C1(C)C=CC=CC=1.[CH2:30]([N:32]([CH2:35]C)[CH2:33]C)[CH3:31].ClC(Cl)([O:40][C:41](=O)[O:42]C(Cl)(Cl)Cl)Cl.CN(C)CCO. The catalyst is C(Cl)Cl. The product is [CH3:1][O:2][C:3]1[CH:4]=[C:5]2[C:10](=[CH:11][C:12]=1[O:13][CH3:14])[N:9]=[CH:8][CH:7]=[C:6]2[O:15][C:16]1[CH:22]=[CH:21][C:19]([NH:20][C:41](=[O:40])[O:42][CH2:31][CH2:30][N:32]([CH3:35])[CH3:33])=[CH:18][CH:17]=1. The yield is 0.250. (2) The reactants are CC(OC(/N=N/C(OC(C)C)=O)=O)C.[N+:15]([C:18]1[CH:19]=[N:20][NH:21][CH:22]=1)([O-:17])=[O:16].O[CH:24]1[CH2:29][CH2:28][N:27]([C:30]([O:32][C:33]([CH3:36])([CH3:35])[CH3:34])=[O:31])[CH2:26][CH2:25]1.C1(P(C2C=CC=CC=2)C2C=CC=CC=2)C=CC=CC=1. The catalyst is C1COCC1.CCCC(C)C.CCOC(C)=O. The product is [N+:15]([C:18]1[CH:19]=[N:20][N:21]([CH:24]2[CH2:29][CH2:28][N:27]([C:30]([O:32][C:33]([CH3:36])([CH3:35])[CH3:34])=[O:31])[CH2:26][CH2:25]2)[CH:22]=1)([O-:17])=[O:16]. The yield is 0.920. (3) The reactants are CC(OC(/N=N/C(OC(C)C)=O)=O)C.[CH2:15]([C@H:22]1[C@@H:26]([C@H:27]2[CH2:31][C@H:30]([OH:32])[CH2:29][N:28]2[C:33]([O:35][C:36]([CH3:39])([CH3:38])[CH3:37])=[O:34])[O:25][C:24](=[O:40])[NH:23]1)[C:16]1[CH:21]=[CH:20][CH:19]=[CH:18][CH:17]=1.[C:41]1(O)[CH:46]=[CH:45][CH:44]=[CH:43][CH:42]=1. The catalyst is C1COCC1. The product is [CH2:15]([C@H:22]1[C@@H:26]([C@H:27]2[CH2:31][C@@H:30]([O:32][C:41]3[CH:46]=[CH:45][CH:44]=[CH:43][CH:42]=3)[CH2:29][N:28]2[C:33]([O:35][C:36]([CH3:37])([CH3:39])[CH3:38])=[O:34])[O:25][C:24](=[O:40])[NH:23]1)[C:16]1[CH:21]=[CH:20][CH:19]=[CH:18][CH:17]=1. The yield is 0.230. (4) The reactants are Cl[C:2]1[N:7]=[C:6]2[N:8]([CH:11]3[CH2:16][CH2:15][CH2:14][CH2:13][O:12]3)[N:9]=[CH:10][C:5]2=[C:4]([O:17][C:18]2[CH:23]=[CH:22][CH:21]=[C:20]([N+:24]([O-:26])=[O:25])[CH:19]=2)[N:3]=1.[CH3:27][O:28][C:29]1[CH:34]=[C:33]([N:35]2[CH2:40][CH2:39][N:38]([CH3:41])[CH2:37][CH2:36]2)[CH:32]=[CH:31][C:30]=1[NH:42]C1N=C(OC2C=CC=C([N+]([O-])=O)C=2)C2C(=CC=CC=2)N=1.CC(C1C=C(C(C)C)C(C2C=CC=CC=2P(C2CCCCC2)C2CCCCC2)=C(C(C)C)C=1)C.C([O-])([O-])=O.[Cs+].[Cs+]. The catalyst is O1CCCC1.CC([O-])=O.CC([O-])=O.[Pd+2]. The product is [CH3:27][O:28][C:29]1[CH:34]=[C:33]([N:35]2[CH2:36][CH2:37][N:38]([CH3:41])[CH2:39][CH2:40]2)[CH:32]=[CH:31][C:30]=1[NH:42][C:2]1[N:7]=[C:6]2[N:8]([CH:11]3[CH2:16][CH2:15][CH2:14][CH2:13][O:12]3)[N:9]=[CH:10][C:5]2=[C:4]([O:17][C:18]2[CH:23]=[CH:22][CH:21]=[C:20]([N+:24]([O-:26])=[O:25])[CH:19]=2)[N:3]=1. The yield is 0.220.